This data is from Forward reaction prediction with 1.9M reactions from USPTO patents (1976-2016). The task is: Predict the product of the given reaction. (1) Given the reactants [Cl:1][C:2]1[N:3]=[C:4]([N:14]2[CH2:19][CH2:18][O:17][CH2:16][CH2:15]2)[C:5]2[N:10]=[C:9]([C:11]([OH:13])=O)[S:8][C:6]=2[N:7]=1.C(Cl)(=O)C(Cl)=O.CCN(CC)CC.[NH:33]1[CH2:36][CH:35]([N:37]2[CH2:42][CH2:41][O:40][CH2:39][CH2:38]2)[CH2:34]1, predict the reaction product. The product is: [Cl:1][C:2]1[N:3]=[C:4]([N:14]2[CH2:19][CH2:18][O:17][CH2:16][CH2:15]2)[C:5]2[N:10]=[C:9]([C:11]([N:33]3[CH2:36][CH:35]([N:37]4[CH2:42][CH2:41][O:40][CH2:39][CH2:38]4)[CH2:34]3)=[O:13])[S:8][C:6]=2[N:7]=1. (2) Given the reactants [Cl:1][C:2]1[CH:7]=[C:6]([C:8]#[C:9][C:10]2[N:11]=[C:12]([CH3:15])[NH:13][CH:14]=2)[CH:5]=[CH:4][N:3]=1.[CH2:16]([O:19][C:20]1[CH:25]=[N:24][CH:23]=[C:22](Cl)[N:21]=1)[CH:17]=[CH2:18], predict the reaction product. The product is: [CH2:16]([O:19][C:20]1[CH:25]=[N:24][CH:23]=[C:22]([N:13]2[CH:14]=[C:10]([C:9]#[C:8][C:6]3[CH:5]=[CH:4][N:3]=[C:2]([Cl:1])[CH:7]=3)[N:11]=[C:12]2[CH3:15])[N:21]=1)[CH:17]=[CH2:18].